Task: Predict the reaction yield, written as a fraction of the theoretical maximum amount of product (1.0 means a 100% yield; for example, 0.34 means a 34% yield).. Dataset: Reaction yield outcomes from USPTO patents with 853,638 reactions The reactants are [CH:1]([C:4]1[CH:9]=[CH:8][CH:7]=[CH:6][C:5]=1[OH:10])([CH3:3])[CH3:2].Cl[S:12]([N:15]=C=O)(=[O:14])=[O:13].C(O)=O.CC#N. The catalyst is CC(N(C)C)=O. The product is [S:12](=[O:14])(=[O:13])([O:10][C:5]1[CH:6]=[CH:7][CH:8]=[CH:9][C:4]=1[CH:1]([CH3:3])[CH3:2])[NH2:15]. The yield is 0.810.